From a dataset of Full USPTO retrosynthesis dataset with 1.9M reactions from patents (1976-2016). Predict the reactants needed to synthesize the given product. Given the product [NH2:8][C:9]1[N:10]=[C:11]([NH:26][CH:27]2[CH2:32][CH2:31][NH:30][CH2:29][CH2:28]2)[C:12]2[N:18]=[C:17]([C:19]3[CH:20]=[CH:21][C:22]([F:25])=[CH:23][CH:24]=3)[CH:16]=[CH:15][C:13]=2[N:14]=1, predict the reactants needed to synthesize it. The reactants are: FC(F)(F)C(O)=O.[NH2:8][C:9]1[N:10]=[C:11]([NH:26][CH:27]2[CH2:32][CH2:31][N:30](C(OC(C)(C)C)=O)[CH2:29][CH2:28]2)[C:12]2[N:18]=[C:17]([C:19]3[CH:24]=[CH:23][C:22]([F:25])=[CH:21][CH:20]=3)[CH:16]=[CH:15][C:13]=2[N:14]=1.